Dataset: Reaction yield outcomes from USPTO patents with 853,638 reactions. Task: Predict the reaction yield, written as a fraction of the theoretical maximum amount of product (1.0 means a 100% yield; for example, 0.34 means a 34% yield). (1) The reactants are [CH3:1][O:2][C:3]1[C:4]([CH2:17][CH2:18][CH:19]([CH3:21])[CH3:20])([C:13]([O:15][CH3:16])=[O:14])[C:5]2[C:10]([CH2:11][CH:12]=1)=[CH:9][CH:8]=[CH:7][CH:6]=2.[Cr](O[Cr]([O-])(=O)=O)([O-])(=O)=[O:23].[NH+]1C=CC=CC=1.[NH+]1C=CC=CC=1. The catalyst is C(Cl)(Cl)Cl. The product is [CH3:1][O:2][C:3]1[C:4]([CH2:17][CH2:18][CH:19]([CH3:21])[CH3:20])([C:13]([O:15][CH3:16])=[O:14])[C:5]2[C:10]([C:11](=[O:23])[CH:12]=1)=[CH:9][CH:8]=[CH:7][CH:6]=2. The yield is 0.580. (2) The reactants are [Cl:1][C:2]1[CH:10]=[CH:9][C:8]([O:11][C:12]([F:15])([F:14])[F:13])=[C:7]2[C:3]=1[CH:4]=[CH:5][NH:6]2.[OH-].[K+].[CH3:18][O:19][CH2:20][CH2:21]Br. The catalyst is CS(C)=O. The product is [Cl:1][C:2]1[CH:10]=[CH:9][C:8]([O:11][C:12]([F:13])([F:14])[F:15])=[C:7]2[C:3]=1[CH:4]=[CH:5][N:6]2[CH2:21][CH2:20][O:19][CH3:18]. The yield is 0.580. (3) The reactants are [N:1]1[C:10]2[NH:9][CH2:8][CH2:7][CH2:6][C:5]=2[CH:4]=[CH:3][C:2]=1[CH2:11][CH2:12][CH2:13][NH2:14].[Cl:15][C:16]1[C:21]([CH3:22])=[C:20](Cl)[N:19]=[CH:18][N:17]=1. The catalyst is CC(N(C)C)=O.C(N(C(C)C)CC)(C)C. The product is [Cl:15][C:16]1[N:17]=[CH:18][N:19]=[C:20]([NH:14][CH2:13][CH2:12][CH2:11][C:2]2[CH:3]=[CH:4][C:5]3[CH2:6][CH2:7][CH2:8][NH:9][C:10]=3[N:1]=2)[C:21]=1[CH3:22]. The yield is 0.580. (4) The reactants are [NH2:1][C:2]1[CH:3]=[CH:4][C:5]([CH3:35])=[C:6]([N:8]2[CH2:33][CH2:32][C:11]3[N:12]=[C:13]([NH:16][C:17]4[CH:22]=[CH:21][C:20]([C:23]([N:25]5[CH2:30][CH2:29][N:28]([CH3:31])[CH2:27][CH2:26]5)=[O:24])=[CH:19][CH:18]=4)[N:14]=[CH:15][C:10]=3[C:9]2=[O:34])[CH:7]=1.[F:36][C:37]([F:48])([F:47])[C:38]1[CH:39]=[C:40]([CH:44]=[CH:45][CH:46]=1)[C:41](O)=[O:42].CCN(C(C)C)C(C)C.CN(C(ON1N=NC2C=CC=NC1=2)=[N+](C)C)C.F[P-](F)(F)(F)(F)F. The catalyst is CN(C=O)C.C(OC(=O)C)C. The product is [CH3:35][C:5]1[CH:4]=[CH:3][C:2]([NH:1][C:41](=[O:42])[C:40]2[CH:44]=[CH:45][CH:46]=[C:38]([C:37]([F:36])([F:47])[F:48])[CH:39]=2)=[CH:7][C:6]=1[N:8]1[CH2:33][CH2:32][C:11]2[N:12]=[C:13]([NH:16][C:17]3[CH:18]=[CH:19][C:20]([C:23]([N:25]4[CH2:26][CH2:27][N:28]([CH3:31])[CH2:29][CH2:30]4)=[O:24])=[CH:21][CH:22]=3)[N:14]=[CH:15][C:10]=2[C:9]1=[O:34]. The yield is 0.723. (5) The product is [NH2:6][C:5]1[CH:7]=[CH:8][C:2]([C:20]2[CH2:25][CH2:24][N:23]([C:26]([O:28][C:29]([CH3:32])([CH3:31])[CH3:30])=[O:27])[CH2:22][CH:21]=2)=[C:3]([N+:9]([O-:11])=[O:10])[CH:4]=1. The reactants are Br[C:2]1[CH:8]=[CH:7][C:5]([NH2:6])=[CH:4][C:3]=1[N+:9]([O-:11])=[O:10].CC1(C)C(C)(C)OB([C:20]2[CH2:25][CH2:24][N:23]([C:26]([O:28][C:29]([CH3:32])([CH3:31])[CH3:30])=[O:27])[CH2:22][CH:21]=2)O1.C(=O)([O-])[O-].[Na+].[Na+]. The yield is 0.750. The catalyst is O1CCOCC1.O.C1C=CC([P]([Pd]([P](C2C=CC=CC=2)(C2C=CC=CC=2)C2C=CC=CC=2)([P](C2C=CC=CC=2)(C2C=CC=CC=2)C2C=CC=CC=2)[P](C2C=CC=CC=2)(C2C=CC=CC=2)C2C=CC=CC=2)(C2C=CC=CC=2)C2C=CC=CC=2)=CC=1. (6) The reactants are [CH3:1][C:2]1[N:6]([CH:7]2[CH2:12][CH2:11][O:10][CH2:9][CH2:8]2)[C:5]2[CH:13]=[CH:14][C:15]([C:17]([OH:19])=O)=[CH:16][C:4]=2[N:3]=1.S(Cl)(Cl)=O.[CH:24]1([C:30]2[CH:35]=[CH:34][C:33](O)=[C:32]([NH2:37])[CH:31]=2)[CH2:29][CH2:28][CH2:27][CH2:26][CH2:25]1.C(N(CC)CC)C.CS(O)(=O)=O.C(=O)([O-])O.[Na+]. The catalyst is O.O1CCCC1. The product is [CH:24]1([C:30]2[CH:35]=[CH:34][C:33]3[O:19][C:17]([C:15]4[CH:14]=[CH:13][C:5]5[N:6]([CH:7]6[CH2:8][CH2:9][O:10][CH2:11][CH2:12]6)[C:2]([CH3:1])=[N:3][C:4]=5[CH:16]=4)=[N:37][C:32]=3[CH:31]=2)[CH2:25][CH2:26][CH2:27][CH2:28][CH2:29]1. The yield is 0.490.